Predict the reactants needed to synthesize the given product. From a dataset of Full USPTO retrosynthesis dataset with 1.9M reactions from patents (1976-2016). (1) Given the product [Cl:1][C:2]1[CH:3]=[C:4]([CH:8]2[CH2:9][CH2:10][N:14]3[C:15](=[O:27])[C:16]4[C:17](=[C:19]([CH:22]5[CH2:23][CH2:24][CH2:25][CH2:26]5)[O:20][N:21]=4)[NH:18][C:13]3=[N:12]2)[CH:5]=[CH:6][CH:7]=1, predict the reactants needed to synthesize it. The reactants are: [Cl:1][C:2]1[CH:3]=[C:4]([CH:8]([NH:12][C:13]2[NH:14][C:15](=[O:27])[C:16]3[C:17](=[C:19]([CH:22]4[CH2:26][CH2:25][CH2:24][CH2:23]4)[O:20][N:21]=3)[N:18]=2)[CH2:9][CH2:10]O)[CH:5]=[CH:6][CH:7]=1.CS(Cl)(=O)=O. (2) The reactants are: [C:1]([NH:5][C:6]1[CH:11]=[CH:10][C:9]([C:12]2[CH:28]=[CH:27][C:15]([C:16]([NH:18][CH2:19][CH2:20][N:21]3[CH2:26][CH2:25][CH2:24][CH2:23][CH2:22]3)=[O:17])=[C:14]([NH:29][CH2:30][CH3:31])[N:13]=2)=[CH:8][C:7]=1[F:32])(=[O:4])[CH:2]=[CH2:3].[NH2:33][C:34]1[CH:39]=[CH:38][C:37](Br)=[CH:36][N:35]=1.CCN(C(C)C)C(C)C.C1(C)C=CC=CC=1P(C1C=CC=CC=1C)C1C=CC=CC=1C. Given the product [NH2:33][C:34]1[N:35]=[CH:36][C:37](/[CH:3]=[CH:2]/[C:1]([NH:5][C:6]2[CH:11]=[CH:10][C:9]([C:12]3[CH:28]=[CH:27][C:15]([C:16]([NH:18][CH2:19][CH2:20][N:21]4[CH2:22][CH2:23][CH2:24][CH2:25][CH2:26]4)=[O:17])=[C:14]([NH:29][CH2:30][CH3:31])[N:13]=3)=[CH:8][C:7]=2[F:32])=[O:4])=[CH:38][CH:39]=1, predict the reactants needed to synthesize it. (3) Given the product [C:11]([CH2:10][C:8]1[S:7][CH:6]=[C:5]([C:3]([OH:4])=[O:2])[CH:9]=1)#[N:12], predict the reactants needed to synthesize it. The reactants are: C[O:2][C:3]([C:5]1[CH:9]=[C:8]([CH2:10][C:11]#[N:12])[S:7][CH:6]=1)=[O:4].